This data is from Full USPTO retrosynthesis dataset with 1.9M reactions from patents (1976-2016). The task is: Predict the reactants needed to synthesize the given product. (1) Given the product [CH:1]1([CH2:4][O:5][C:6]2[CH:7]=[C:8]([C:16]3[N:21]4[N:22]=[C:23]([C:25]5[CH:26]=[N+:27]([O-:36])[CH:28]=[CH:29][CH:30]=5)[N:24]=[C:20]4[N:19]=[CH:18][CH:17]=3)[CH:9]=[CH:10][C:11]=2[O:12][CH:13]([F:15])[F:14])[CH2:3][CH2:2]1, predict the reactants needed to synthesize it. The reactants are: [CH:1]1([CH2:4][O:5][C:6]2[CH:7]=[C:8]([C:16]3[N:21]4[N:22]=[C:23]([C:25]5[CH:26]=[N:27][CH:28]=[CH:29][CH:30]=5)[N:24]=[C:20]4[N:19]=[CH:18][CH:17]=3)[CH:9]=[CH:10][C:11]=2[O:12][CH:13]([F:15])[F:14])[CH2:3][CH2:2]1.ClC1C=C(C=CC=1)C(OO)=[O:36].C([O-])(O)=O.[Na+]. (2) Given the product [F:20][CH:2]([F:1])[CH2:3][N:4]([C:5]1[CH:6]=[N:7][CH:8]=[CH:9][C:10]=1[C:11]1[CH:16]=[CH:15][C:14]([F:17])=[CH:13][C:12]=1[O:18][CH3:19])[C:26](=[O:27])[C:25]1[CH:29]=[C:30]([C:32]([F:33])([F:34])[F:35])[N:31]=[C:23]([C:22]([F:37])([F:21])[F:36])[CH:24]=1, predict the reactants needed to synthesize it. The reactants are: [F:1][CH:2]([F:20])[CH2:3][NH:4][C:5]1[CH:6]=[N:7][CH:8]=[CH:9][C:10]=1[C:11]1[CH:16]=[CH:15][C:14]([F:17])=[CH:13][C:12]=1[O:18][CH3:19].[F:21][C:22]([F:37])([F:36])[C:23]1[CH:24]=[C:25]([CH:29]=[C:30]([C:32]([F:35])([F:34])[F:33])[N:31]=1)[C:26](O)=[O:27]. (3) Given the product [C:25]([C:20]1[CH:21]=[CH:22][CH:23]=[CH:24][C:19]=1[C:16]1[CH:17]=[CH:18][C:13]([B:29]([OH:30])[OH:28])=[CH:14][CH:15]=1)#[N:26], predict the reactants needed to synthesize it. The reactants are: C([Mg]Cl)CCC.[Li]CCCC.Br[C:13]1[CH:18]=[CH:17][C:16]([C:19]2[CH:24]=[CH:23][CH:22]=[CH:21][C:20]=2[C:25]#[N:26])=[CH:15][CH:14]=1.C[O:28][B:29](OC)[O:30]C. (4) Given the product [OH:1][C@@H:2]([CH2:3][OH:4])[CH2:7][C:8]([O:10][CH3:11])=[O:9], predict the reactants needed to synthesize it. The reactants are: [OH:1][C@H:2]([CH2:7][C:8]([O:10][CH3:11])=[O:9])[C:3](OC)=[O:4].S(C)C.[BH4-].[Na+].CO. (5) Given the product [C:2]1([NH:1][CH:8]=[O:9])[CH:7]=[CH:6][CH:5]=[CH:4][CH:3]=1, predict the reactants needed to synthesize it. The reactants are: [NH2:1][C:2]1[CH:7]=[CH:6][CH:5]=[CH:4][CH:3]=1.[CH:8](O)=[O:9]. (6) Given the product [CH2:1]([C:4]1[S:8][C:7]([CH2:9][C:10]([O:12][CH2:13][CH3:14])=[O:11])=[CH:6][CH:5]=1)[CH3:2], predict the reactants needed to synthesize it. The reactants are: [C:1]([C:4]1[S:8][C:7]([CH2:9][C:10]([O:12][CH2:13][CH3:14])=[O:11])=[CH:6][CH:5]=1)(=O)[CH3:2].C([SiH](CC)CC)C. (7) Given the product [C:38]([O:41][CH2:42][C:43]([N:34]1[CH2:33][CH2:32][N:31]([CH2:30][C:27]2[CH:26]=[N:25][C:24]([C:22]3[S:23][C:16]4[C:17](=[N:18][CH:19]=[CH:20][C:15]=4[O:14][C:11]4[CH:12]=[CH:13][C:8]([NH:7][C:5]([NH:4][CH:1]5[CH2:3][CH2:2]5)=[O:6])=[CH:9][C:10]=4[F:37])[CH:21]=3)=[CH:29][CH:28]=2)[CH2:36][CH2:35]1)=[O:44])(=[O:40])[CH3:39], predict the reactants needed to synthesize it. The reactants are: [CH:1]1([NH:4][C:5]([NH:7][C:8]2[CH:13]=[CH:12][C:11]([O:14][C:15]3[CH:20]=[CH:19][N:18]=[C:17]4[CH:21]=[C:22]([C:24]5[CH:29]=[CH:28][C:27]([CH2:30][N:31]6[CH2:36][CH2:35][NH:34][CH2:33][CH2:32]6)=[CH:26][N:25]=5)[S:23][C:16]=34)=[C:10]([F:37])[CH:9]=2)=[O:6])[CH2:3][CH2:2]1.[C:38]([O:41][CH2:42][C:43](O)=[O:44])(=[O:40])[CH3:39].C1C=C2N=NN(O)C2=CC=1.O.CCN=C=NCCCN(C)C.Cl. (8) Given the product [Cl:1][C:2]1[C:3]([CH3:11])=[C:4]([C:8]([Cl:12])=[CH:9][CH:10]=1)[C:5]([O:7][CH2:27][CH3:28])=[O:6], predict the reactants needed to synthesize it. The reactants are: [Cl:1][C:2]1[C:3]([CH3:11])=[C:4]([CH:8]=[CH:9][CH:10]=1)[C:5]([OH:7])=[O:6].[Cl:12]N1C(=O)CCC1=O.C(=O)([O-])[O-].[Cs+].[Cs+].I[CH2:27][CH3:28].